This data is from Full USPTO retrosynthesis dataset with 1.9M reactions from patents (1976-2016). The task is: Predict the reactants needed to synthesize the given product. (1) Given the product [C:15]([O:19][C:20]([N:22]1[CH2:27][CH2:26][CH:25]([CH2:28][CH2:29][CH2:30][N:11]2[CH2:12][CH2:13][NH:8][CH2:9][C:10]2=[O:14])[CH2:24][CH2:23]1)=[O:21])([CH3:18])([CH3:17])[CH3:16], predict the reactants needed to synthesize it. The reactants are: C(OC([N:8]1[CH2:13][CH2:12][NH:11][C:10](=[O:14])[CH2:9]1)=O)(C)(C)C.[C:15]([O:19][C:20]([N:22]1[CH2:27][CH2:26][CH:25]([CH2:28][CH2:29][CH2:30]Br)[CH2:24][CH2:23]1)=[O:21])([CH3:18])([CH3:17])[CH3:16].BrCC1C=C2C(C(Cl)=NC=N2)=CC=1. (2) Given the product [ClH:1].[CH:17]1[C:18]2[CH:19]([CH2:21][O:22][C:23]([N:25]3[CH2:30][CH2:29][N:28]([CH:31]4[CH2:36][CH2:35][NH:34][CH2:33][CH2:32]4)[CH2:27][CH2:26]3)=[O:24])[C:20]3[C:12](=[CH:11][CH:10]=[CH:9][CH:8]=3)[C:13]=2[CH:14]=[CH:15][CH:16]=1, predict the reactants needed to synthesize it. The reactants are: [Cl:1]CCOC(Cl)=O.[CH:8]1[C:20]2[CH:19]([CH2:21][O:22][C:23]([N:25]3[CH2:30][CH2:29][N:28]([CH:31]4[CH2:36][CH2:35][N:34](CC5C=CC=CC=5)[CH2:33][CH2:32]4)[CH2:27][CH2:26]3)=[O:24])[C:18]3[C:13](=[CH:14][CH:15]=[CH:16][CH:17]=3)[C:12]=2[CH:11]=[CH:10][CH:9]=1. (3) Given the product [Cl:1][C:2]1[CH:3]=[C:4]([NH:9][C:10]([NH:11][C:12]2[N:13]=[C:14]([CH3:32])[CH:15]=[C:16]([NH:18][C@@H:19]3[CH2:24][CH2:23][CH2:22][NH:21][CH2:20]3)[N:17]=2)=[NH:33])[CH:5]=[CH:6][C:7]=1[Cl:8], predict the reactants needed to synthesize it. The reactants are: [Cl:1][C:2]1[CH:3]=[C:4]([NH:9][C:10](=[NH:33])[NH:11][C:12]2[N:17]=[C:16]([NH:18][C@@H:19]3[CH2:24][CH2:23][CH2:22][N:21](C(OC(C)(C)C)=O)[CH2:20]3)[CH:15]=[C:14]([CH3:32])[N:13]=2)[CH:5]=[CH:6][C:7]=1[Cl:8].Cl.